Dataset: TCR-epitope binding with 47,182 pairs between 192 epitopes and 23,139 TCRs. Task: Binary Classification. Given a T-cell receptor sequence (or CDR3 region) and an epitope sequence, predict whether binding occurs between them. (1) The epitope is RQLLFVVEV. The TCR CDR3 sequence is CASSPDWRSYEQYF. Result: 1 (the TCR binds to the epitope). (2) The epitope is KLWAQCVQL. The TCR CDR3 sequence is CASSLGRGSDYGYTF. Result: 1 (the TCR binds to the epitope). (3) Result: 1 (the TCR binds to the epitope). The epitope is YEGNSPFHPL. The TCR CDR3 sequence is CASSLGQGIFYEQYF. (4) The epitope is RILGAGCFV. The TCR CDR3 sequence is CASSSDPSGGGIDTQYF. Result: 1 (the TCR binds to the epitope). (5) The epitope is RPRGEVRFL. The TCR CDR3 sequence is CASSPGQGSTEAFF. Result: 0 (the TCR does not bind to the epitope). (6) The epitope is LEPLVDLPI. The TCR CDR3 sequence is CASSSGSGVGGEQFF. Result: 1 (the TCR binds to the epitope). (7) The epitope is RQLLFVVEV. The TCR CDR3 sequence is CASSQDRRRAWNEQFF. Result: 0 (the TCR does not bind to the epitope).